This data is from Reaction yield outcomes from USPTO patents with 853,638 reactions. The task is: Predict the reaction yield, written as a fraction of the theoretical maximum amount of product (1.0 means a 100% yield; for example, 0.34 means a 34% yield). (1) The product is [CH:24]([N:27]1[CH2:32][CH2:31][CH:30]([NH:33][C:19](=[O:21])[C:18]2[CH:22]=[CH:23][C:15]([O:14][CH2:13][C:3]3[C:4]([C:7]4[CH:8]=[CH:9][CH:10]=[CH:11][CH:12]=4)=[N:5][O:6][C:2]=3[CH3:1])=[N:16][CH:17]=2)[CH2:29][CH2:28]1)([CH3:26])[CH3:25]. The yield is 0.730. The reactants are [CH3:1][C:2]1[O:6][N:5]=[C:4]([C:7]2[CH:12]=[CH:11][CH:10]=[CH:9][CH:8]=2)[C:3]=1[CH2:13][O:14][C:15]1[CH:23]=[CH:22][C:18]([C:19]([OH:21])=O)=[CH:17][N:16]=1.[CH:24]([N:27]1[CH2:32][CH2:31][CH:30]([NH2:33])[CH2:29][CH2:28]1)([CH3:26])[CH3:25]. No catalyst specified. (2) The catalyst is O.CN(C1C=CN=CC=1)C.C(Cl)Cl. The yield is 0.750. The reactants are [N-:1]=[N+:2]=[N-:3].[Na+].O(S(C(F)(F)F)(=O)=O)S(C(F)(F)F)(=O)=O.S(N=[N+]=[N-])(C(F)(F)F)(=O)=O.Cl.N[CH:32]([CH2:37][S:38][CH2:39][C:40]1[CH:45]=[CH:44][CH:43]=[CH:42][CH:41]=1)[C:33]([O:35][CH3:36])=[O:34]. The product is [N:1]([CH:32]([CH2:37][S:38][CH2:39][C:40]1[CH:45]=[CH:44][CH:43]=[CH:42][CH:41]=1)[C:33]([O:35][CH3:36])=[O:34])=[N+:2]=[N-:3]. (3) The reactants are B(Br)(Br)Br.[Cl:5][C:6]1[CH:11]=[CH:10][C:9]([CH2:12][C:13]#[N:14])=[CH:8][C:7]=1[O:15]C.O. The catalyst is C(Cl)Cl. The product is [Cl:5][C:6]1[CH:11]=[CH:10][C:9]([CH2:12][C:13]#[N:14])=[CH:8][C:7]=1[OH:15]. The yield is 0.850. (4) The reactants are [Br-].[CH2:2]([N+:9]1[CH:14]=[CH:13][CH:12]=[C:11]([OH:15])[C:10]=1[C:16]1[CH:21]=[CH:20][CH:19]=[CH:18][CH:17]=1)[C:3]1[CH:8]=[CH:7][CH:6]=[CH:5][CH:4]=1.[CH:22]([S:24]([C:27]1[CH:32]=[CH:31][CH:30]=[CH:29][CH:28]=1)(=[O:26])=[O:25])=[CH2:23].C(N(CC)CC)C.C([O-])(O)=O.[Na+]. The catalyst is O1CCOCC1. The product is [CH2:2]([N:9]1[C@@H:14]2[C@H:22]([S:24]([C:27]3[CH:32]=[CH:31][CH:30]=[CH:29][CH:28]=3)(=[O:25])=[O:26])[CH2:23][C@@:10]1([C:16]1[CH:21]=[CH:20][CH:19]=[CH:18][CH:17]=1)[C:11](=[O:15])[CH:12]=[CH:13]2)[C:3]1[CH:4]=[CH:5][CH:6]=[CH:7][CH:8]=1. The yield is 0.780. (5) The reactants are [Cl:1][C:2]1[C:3]([N+:13]([O-])=O)=[C:4]2[C:9](=[CH:10][CH:11]=1)[CH:8]=[N:7][C:6]([CH3:12])=[CH:5]2.Cl. The catalyst is CO.[Fe]. The product is [Cl:1][C:2]1[C:3]([NH2:13])=[C:4]2[C:9](=[CH:10][CH:11]=1)[CH:8]=[N:7][C:6]([CH3:12])=[CH:5]2. The yield is 0.880. (6) The reactants are Br[C:2]1[CH:7]=[CH:6][C:5]([C:8]2[CH:13]=[CH:12][CH:11]=[CH:10][CH:9]=2)=[C:4]([F:14])[CH:3]=1.C([Li])CCC.CN([CH:23]=[O:24])C. The catalyst is O1CCCC1. The product is [F:14][C:4]1[CH:3]=[C:2]([CH:23]=[O:24])[CH:7]=[CH:6][C:5]=1[C:8]1[CH:13]=[CH:12][CH:11]=[CH:10][CH:9]=1. The yield is 0.625. (7) The reactants are [Cl-].[Li+].C([Mg]Br)C.C(Br)[CH2:8][C@H:9]([CH2:11][CH2:12][CH:13]=[C:14](C)C)[CH3:10].CC(=CCC[C@H](C)CCCC)C.C[C:31]([CH3:33])=[O:32].[OH:34]S(O)(=O)=O.O=[Cr](=O)=O. The catalyst is C1COCC1.CC(C)=O.[Cu]Cl. The product is [CH3:8][C@H:9]([CH2:11][CH2:12][CH2:13][CH3:14])[CH2:10][CH2:33][C:31]([OH:34])=[O:32]. The yield is 0.590. (8) The reactants are Br[CH2:2][CH2:3][N:4]1[C:8]2[CH:9]=[CH:10][CH:11]=[CH:12][C:7]=2[N:6]([C:13]2[CH:18]=[CH:17][C:16]([Cl:19])=[CH:15][CH:14]=2)[S:5]1(=[O:21])=[O:20].[CH3:22][NH2:23]. No catalyst specified. The product is [Cl:19][C:16]1[CH:17]=[CH:18][C:13]([N:6]2[C:7]3[CH:12]=[CH:11][CH:10]=[CH:9][C:8]=3[N:4]([CH2:3][CH2:2][NH:23][CH3:22])[S:5]2(=[O:21])=[O:20])=[CH:14][CH:15]=1. The yield is 0.530.